From a dataset of Forward reaction prediction with 1.9M reactions from USPTO patents (1976-2016). Predict the product of the given reaction. (1) The product is: [NH2:2][CH2:1][C@@H:3]([CH2:8][CH:9]([CH3:11])[CH3:10])[CH2:4][C:5]([OH:7])=[O:6]. Given the reactants [C:1]([C@@H:3]([CH2:8][CH:9]([CH3:11])[CH3:10])[CH2:4][C:5]([O-:7])=[O:6])#[N:2].[K+].O.[OH-].[K+].[H][H], predict the reaction product. (2) Given the reactants [C:1]([C@@H:3]([NH:23][C:24]([C@@H:26]1[CH2:32][N:31](C(OC(C)(C)C)=O)[CH2:30][CH2:29][CH2:28][O:27]1)=[O:25])[CH2:4][C:5]1[CH:10]=[CH:9][C:8]([C:11]2[CH:12]=[C:13]3[C:18](=[CH:19][CH:20]=2)[NH:17][CH2:16][C:15](=[O:21])[N:14]3[CH3:22])=[CH:7][CH:6]=1)#[N:2], predict the reaction product. The product is: [C:1]([C@@H:3]([NH:23][C:24]([C@@H:26]1[CH2:32][NH:31][CH2:30][CH2:29][CH2:28][O:27]1)=[O:25])[CH2:4][C:5]1[CH:10]=[CH:9][C:8]([C:11]2[CH:12]=[C:13]3[C:18](=[CH:19][CH:20]=2)[NH:17][CH2:16][C:15](=[O:21])[N:14]3[CH3:22])=[CH:7][CH:6]=1)#[N:2]. (3) Given the reactants [C:1]([C:3]1[CH:8]=[C:7]([CH3:9])[CH:6]=[CH:5][C:4]=1[OH:10])#[N:2].Br[CH2:12][C:13]([O:15][CH2:16][CH3:17])=[O:14].C(=O)([O-])[O-].[K+].[K+], predict the reaction product. The product is: [C:1]([C:3]1[CH:8]=[C:7]([CH3:9])[CH:6]=[CH:5][C:4]=1[O:10][CH2:12][C:13]([O:15][CH2:16][CH3:17])=[O:14])#[N:2].